This data is from NCI-60 drug combinations with 297,098 pairs across 59 cell lines. The task is: Regression. Given two drug SMILES strings and cell line genomic features, predict the synergy score measuring deviation from expected non-interaction effect. (1) Drug 1: CC(CN1CC(=O)NC(=O)C1)N2CC(=O)NC(=O)C2. Drug 2: C1=CC(=CC=C1CCCC(=O)O)N(CCCl)CCCl. Cell line: NCI-H460. Synergy scores: CSS=55.1, Synergy_ZIP=1.67, Synergy_Bliss=2.25, Synergy_Loewe=1.87, Synergy_HSA=6.48. (2) Drug 1: CN(C)N=NC1=C(NC=N1)C(=O)N. Drug 2: CC12CCC3C(C1CCC2O)C(CC4=C3C=CC(=C4)O)CCCCCCCCCS(=O)CCCC(C(F)(F)F)(F)F. Cell line: HL-60(TB). Synergy scores: CSS=-3.84, Synergy_ZIP=-6.69, Synergy_Bliss=-17.4, Synergy_Loewe=-19.2, Synergy_HSA=-18.5. (3) Drug 1: CC1=C2C(C(=O)C3(C(CC4C(C3C(C(C2(C)C)(CC1OC(=O)C(C(C5=CC=CC=C5)NC(=O)OC(C)(C)C)O)O)OC(=O)C6=CC=CC=C6)(CO4)OC(=O)C)O)C)O. Synergy scores: CSS=21.2, Synergy_ZIP=1.90, Synergy_Bliss=-2.21, Synergy_Loewe=-2.11, Synergy_HSA=-4.00. Cell line: HOP-92. Drug 2: C1CCC(C(C1)N)N.C(=O)(C(=O)[O-])[O-].[Pt+4]. (4) Drug 1: CCCCCOC(=O)NC1=NC(=O)N(C=C1F)C2C(C(C(O2)C)O)O. Drug 2: CC1CCCC2(C(O2)CC(NC(=O)CC(C(C(=O)C(C1O)C)(C)C)O)C(=CC3=CSC(=N3)C)C)C. Cell line: CCRF-CEM. Synergy scores: CSS=62.1, Synergy_ZIP=11.2, Synergy_Bliss=9.63, Synergy_Loewe=-43.1, Synergy_HSA=3.55.